This data is from Peptide-MHC class II binding affinity with 134,281 pairs from IEDB. The task is: Regression. Given a peptide amino acid sequence and an MHC pseudo amino acid sequence, predict their binding affinity value. This is MHC class II binding data. (1) The peptide sequence is YDKFLATVSTVLTGK. The MHC is DRB1_1001 with pseudo-sequence DRB1_1001. The binding affinity (normalized) is 0.742. (2) The peptide sequence is AAATAHTTVYGAFAA. The MHC is HLA-DQA10401-DQB10402 with pseudo-sequence HLA-DQA10401-DQB10402. The binding affinity (normalized) is 0.449. (3) The peptide sequence is GELQIEDKIDAAFKI. The MHC is DRB1_0701 with pseudo-sequence DRB1_0701. The binding affinity (normalized) is 0.804. (4) The peptide sequence is AGCQTYKWETFLTSE. The MHC is DRB1_0404 with pseudo-sequence DRB1_0404. The binding affinity (normalized) is 0.153. (5) The peptide sequence is AKPDGKTDCTKEVEE. The MHC is DRB1_1602 with pseudo-sequence DRB1_1602. The binding affinity (normalized) is 0.